Dataset: NCI-60 drug combinations with 297,098 pairs across 59 cell lines. Task: Regression. Given two drug SMILES strings and cell line genomic features, predict the synergy score measuring deviation from expected non-interaction effect. (1) Drug 1: CC(C1=C(C=CC(=C1Cl)F)Cl)OC2=C(N=CC(=C2)C3=CN(N=C3)C4CCNCC4)N. Drug 2: CN(C)N=NC1=C(NC=N1)C(=O)N. Cell line: TK-10. Synergy scores: CSS=-2.53, Synergy_ZIP=-0.0912, Synergy_Bliss=-1.53, Synergy_Loewe=-4.21, Synergy_HSA=-3.13. (2) Drug 1: C1=CC=C(C=C1)NC(=O)CCCCCCC(=O)NO. Drug 2: C1CNP(=O)(OC1)N(CCCl)CCCl. Cell line: CCRF-CEM. Synergy scores: CSS=50.3, Synergy_ZIP=-0.437, Synergy_Bliss=-1.75, Synergy_Loewe=-60.9, Synergy_HSA=-1.59.